Task: Predict the reactants needed to synthesize the given product.. Dataset: Full USPTO retrosynthesis dataset with 1.9M reactions from patents (1976-2016) (1) Given the product [NH:8]1[C:7]2[CH:11]=[CH:12][C:4]([NH:1][C:2]([N:13]3[CH2:17][CH2:16][CH2:15][CH2:14]3)=[S:3])=[CH:5][C:6]=2[N:10]=[CH:9]1, predict the reactants needed to synthesize it. The reactants are: [N:1]([C:4]1[CH:12]=[CH:11][C:7]2[NH:8][CH:9]=[N:10][C:6]=2[CH:5]=1)=[C:2]=[S:3].[NH:13]1[CH2:17][CH2:16][CH2:15][CH2:14]1. (2) Given the product [C:22]([O:25][CH2:26][C:27]1[C:28]([N:42]2[CH2:53][CH2:52][C:51]3[C:50]4[CH2:49][C:48]([CH3:55])([CH3:54])[CH2:47][C:46]=4[S:45][C:44]=3[C:43]2=[O:56])=[N:29][CH:30]=[CH:31][C:32]=1[C:2]1[CH:3]=[C:4]([NH:10][C:11]2[CH:21]=[C:14]3[N:13]([N:12]=2)[CH2:18][C:17]([CH3:20])([CH3:19])[O:16][CH2:15]3)[C:5](=[O:9])[N:6]([CH3:8])[N:7]=1)(=[O:24])[CH3:23], predict the reactants needed to synthesize it. The reactants are: Cl[C:2]1[CH:3]=[C:4]([NH:10][C:11]2[CH:21]=[C:14]3[CH2:15][O:16][C:17]([CH3:20])([CH3:19])[CH2:18][N:13]3[N:12]=2)[C:5](=[O:9])[N:6]([CH3:8])[N:7]=1.[C:22]([O:25][CH2:26][C:27]1[C:28]([N:42]2[CH2:53][CH2:52][C:51]3[C:50]4[CH2:49][C:48]([CH3:55])([CH3:54])[CH2:47][C:46]=4[S:45][C:44]=3[C:43]2=[O:56])=[N:29][CH:30]=[CH:31][C:32]=1B1OC(C)(C)C(C)(C)O1)(=[O:24])[CH3:23].C([O-])(=O)C.[Na+].[O-]P([O-])([O-])=O.[K+].[K+].[K+]. (3) Given the product [F:8][C:7]1[C:2]([NH:1][C:23]2[CH:24]=[CH:19][C:20]([O:12][CH3:10])=[CH:21][CH:22]=2)=[N:3][CH:4]=[CH:5][CH:6]=1, predict the reactants needed to synthesize it. The reactants are: [NH2:1][C:2]1[C:7]([F:8])=[CH:6][CH:5]=[CH:4][N:3]=1.C[C:10](C)([O-:12])C.C(P(C(C)(C)C)[C:19]1[CH:24]=[CH:23][CH:22]=[CH:21][C:20]=1[C:19]1[C:24](C(C)C)=[CH:23][C:22](C(C)C)=[CH:21][C:20]=1C(C)C)(C)(C)C. (4) The reactants are: [CH2:1]([O:3][C:4]([C@H:6]1[CH2:8][C@@H:7]1[C:9]1[CH:14]=[CH:13][C:12]([O:15][C@H:16]2[C:24]3[C:19](=[C:20]([O:26][C:27]4[CH:32]=[CH:31][C:30]([O:33]CC5C=CC=CC=5)=[CH:29][CH:28]=4)[CH:21]=[CH:22][C:23]=3[F:25])[CH2:18][CH2:17]2)=[CH:11][CH:10]=1)=[O:5])[CH3:2]. Given the product [CH2:1]([O:3][C:4]([C@H:6]1[CH2:8][C@@H:7]1[C:9]1[CH:10]=[CH:11][C:12]([O:15][C@H:16]2[C:24]3[C:19](=[C:20]([O:26][C:27]4[CH:32]=[CH:31][C:30]([OH:33])=[CH:29][CH:28]=4)[CH:21]=[CH:22][C:23]=3[F:25])[CH2:18][CH2:17]2)=[CH:13][CH:14]=1)=[O:5])[CH3:2], predict the reactants needed to synthesize it.